Dataset: Reaction yield outcomes from USPTO patents with 853,638 reactions. Task: Predict the reaction yield, written as a fraction of the theoretical maximum amount of product (1.0 means a 100% yield; for example, 0.34 means a 34% yield). The product is [C:1]1([C:7]2[S:8][C:9](/[CH:12]=[CH:15]/[C:16]([OH:18])=[O:17])=[CH:10][N:11]=2)[CH:2]=[CH:3][CH:4]=[CH:5][CH:6]=1. The catalyst is O. The reactants are [C:1]1([C:7]2[S:8][C:9]([CH:12]=O)=[CH:10][N:11]=2)[CH:6]=[CH:5][CH:4]=[CH:3][CH:2]=1.C(O)(=O)[CH2:15][C:16]([OH:18])=[O:17].N1C=CC=CC=1.N1CCCCC1. The yield is 0.830.